This data is from Forward reaction prediction with 1.9M reactions from USPTO patents (1976-2016). The task is: Predict the product of the given reaction. (1) Given the reactants [CH3:1][O:2][C:3]([C:5]1[CH2:31][N:10]2[C:11]3[CH:12]=[C:13]([C:24]([O:26]C(C)(C)C)=[O:25])[CH:14]=[CH:15][C:16]=3[C:17]([CH:18]3[CH2:23][CH2:22][CH2:21][CH2:20][CH2:19]3)=[C:9]2[C:8]2[CH:32]=[CH:33][C:34]([O:36][CH3:37])=[CH:35][C:7]=2[CH:6]=1)=[O:4].FC(F)(F)C(O)=O, predict the reaction product. The product is: [CH3:1][O:2][C:3]([C:5]1[CH2:31][N:10]2[C:11]3[CH:12]=[C:13]([C:24]([OH:26])=[O:25])[CH:14]=[CH:15][C:16]=3[C:17]([CH:18]3[CH2:23][CH2:22][CH2:21][CH2:20][CH2:19]3)=[C:9]2[C:8]2[CH:32]=[CH:33][C:34]([O:36][CH3:37])=[CH:35][C:7]=2[CH:6]=1)=[O:4]. (2) Given the reactants [N+:1]([C:4]1[CH:9]=[CH:8][C:7]([S:10](Cl)(=[O:12])=[O:11])=[CH:6][CH:5]=1)([O-:3])=[O:2].C(OC([N:21]1[CH2:25][C@H:24]([OH:26])[CH2:23][C@H:22]1[C:27](=[O:31])[N:28]([CH3:30])[CH3:29])=O)(C)(C)C.N1C=CC=CC=1, predict the reaction product. The product is: [CH3:30][N:28]([CH3:29])[C:27]([CH:22]1[CH2:23][CH:24]([O:26][S:10]([C:7]2[CH:6]=[CH:5][C:4]([N+:1]([O-:3])=[O:2])=[CH:9][CH:8]=2)(=[O:11])=[O:12])[CH2:25][NH:21]1)=[O:31]. (3) Given the reactants [CH2:1]([O:3][C:4]([C:6]1[C:11](OS(C(F)(F)F)(=O)=O)=[CH:10][CH:9]=[CH:8][N:7]=1)=[O:5])[CH3:2].[F:20][C:21]1[CH:26]=[CH:25][C:24]([F:27])=[CH:23][C:22]=1B(O)O.C([O-])([O-])=O.[Na+].[Na+].O, predict the reaction product. The product is: [CH2:1]([O:3][C:4]([C:6]1[C:11]([C:25]2[CH:26]=[C:21]([F:20])[CH:22]=[CH:23][C:24]=2[F:27])=[CH:10][CH:9]=[CH:8][N:7]=1)=[O:5])[CH3:2]. (4) Given the reactants [BH4-].[Na+].C(O)C.[CH3:6][N:7]([CH3:20])[C:8]([C:10]1[CH:11]=[C:12]([CH:17]=[CH:18][CH:19]=1)[C:13](OC)=[O:14])=[O:9], predict the reaction product. The product is: [OH:14][CH2:13][C:12]1[CH:11]=[C:10]([CH:19]=[CH:18][CH:17]=1)[C:8]([N:7]([CH3:20])[CH3:6])=[O:9].